This data is from NCI-60 drug combinations with 297,098 pairs across 59 cell lines. The task is: Regression. Given two drug SMILES strings and cell line genomic features, predict the synergy score measuring deviation from expected non-interaction effect. (1) Drug 1: CC1OCC2C(O1)C(C(C(O2)OC3C4COC(=O)C4C(C5=CC6=C(C=C35)OCO6)C7=CC(=C(C(=C7)OC)O)OC)O)O. Drug 2: CC1C(C(CC(O1)OC2CC(CC3=C2C(=C4C(=C3O)C(=O)C5=CC=CC=C5C4=O)O)(C(=O)C)O)N)O. Cell line: COLO 205. Synergy scores: CSS=66.4, Synergy_ZIP=-2.88, Synergy_Bliss=-0.179, Synergy_Loewe=1.25, Synergy_HSA=4.33. (2) Drug 1: C1CCN(CC1)CCOC2=CC=C(C=C2)C(=O)C3=C(SC4=C3C=CC(=C4)O)C5=CC=C(C=C5)O. Drug 2: C1=NNC2=C1C(=O)NC=N2. Cell line: MDA-MB-231. Synergy scores: CSS=-0.680, Synergy_ZIP=4.57, Synergy_Bliss=9.04, Synergy_Loewe=4.54, Synergy_HSA=3.46. (3) Drug 1: CCC1=CC2CC(C3=C(CN(C2)C1)C4=CC=CC=C4N3)(C5=C(C=C6C(=C5)C78CCN9C7C(C=CC9)(C(C(C8N6C)(C(=O)OC)O)OC(=O)C)CC)OC)C(=O)OC.C(C(C(=O)O)O)(C(=O)O)O. Drug 2: C1=CC(=CC=C1C#N)C(C2=CC=C(C=C2)C#N)N3C=NC=N3. Cell line: MDA-MB-231. Synergy scores: CSS=32.9, Synergy_ZIP=-9.05, Synergy_Bliss=-0.361, Synergy_Loewe=-19.3, Synergy_HSA=0.0223. (4) Drug 1: C1=CC(=C2C(=C1NCCNCCO)C(=O)C3=C(C=CC(=C3C2=O)O)O)NCCNCCO. Drug 2: CN(C(=O)NC(C=O)C(C(C(CO)O)O)O)N=O. Cell line: NCI-H322M. Synergy scores: CSS=19.8, Synergy_ZIP=-5.51, Synergy_Bliss=-1.01, Synergy_Loewe=-71.1, Synergy_HSA=-0.549. (5) Drug 1: C1CN1C2=NC(=NC(=N2)N3CC3)N4CC4. Drug 2: CC1C(C(CC(O1)OC2CC(CC3=C2C(=C4C(=C3O)C(=O)C5=CC=CC=C5C4=O)O)(C(=O)C)O)N)O. Cell line: NCI-H522. Synergy scores: CSS=55.3, Synergy_ZIP=-0.752, Synergy_Bliss=6.60, Synergy_Loewe=-13.5, Synergy_HSA=8.84. (6) Drug 2: C1=CC=C(C(=C1)C(C2=CC=C(C=C2)Cl)C(Cl)Cl)Cl. Drug 1: CC1=CC=C(C=C1)C2=CC(=NN2C3=CC=C(C=C3)S(=O)(=O)N)C(F)(F)F. Synergy scores: CSS=-0.308, Synergy_ZIP=0.711, Synergy_Bliss=0.200, Synergy_Loewe=-1.37, Synergy_HSA=-1.45. Cell line: NCI-H522.